Dataset: Forward reaction prediction with 1.9M reactions from USPTO patents (1976-2016). Task: Predict the product of the given reaction. (1) Given the reactants [CH2:1]([S:3]([C:6]1[CH:34]=[CH:33][C:9]([CH2:10][NH:11][C:12]([C:14]2[CH:15]=[C:16]3[CH2:22][N:21](C(OC(C)(C)C)=O)[C@@H:20]([CH:30]([CH3:32])[CH3:31])[C:17]3=[N:18][CH:19]=2)=[O:13])=[CH:8][CH:7]=1)(=[O:5])=[O:4])[CH3:2].FC(F)(F)C(O)=O, predict the reaction product. The product is: [CH2:1]([S:3]([C:6]1[CH:7]=[CH:8][C:9]([CH2:10][NH:11][C:12]([C:14]2[CH:15]=[C:16]3[CH2:22][NH:21][C@@H:20]([CH:30]([CH3:31])[CH3:32])[C:17]3=[N:18][CH:19]=2)=[O:13])=[CH:33][CH:34]=1)(=[O:5])=[O:4])[CH3:2]. (2) Given the reactants [NH2:1][C:2](=[N:14][O:15][C:16](=O)[CH2:17][N:18]([CH:27]1[CH2:30][CH2:29][CH2:28]1)[C:19]([C:21]1[N:22]=[CH:23][N:24]([CH3:26])[CH:25]=1)=[O:20])[C:3]1[CH:8]=[CH:7][C:6]([O:9][C:10]([F:13])([F:12])[F:11])=[CH:5][CH:4]=1.C(O)(=O)C, predict the reaction product. The product is: [CH:27]1([N:18]([CH2:17][C:16]2[O:15][N:14]=[C:2]([C:3]3[CH:8]=[CH:7][C:6]([O:9][C:10]([F:13])([F:12])[F:11])=[CH:5][CH:4]=3)[N:1]=2)[C:19]([C:21]2[N:22]=[CH:23][N:24]([CH3:26])[CH:25]=2)=[O:20])[CH2:30][CH2:29][CH2:28]1. (3) Given the reactants Br[C:2]1[CH:11]=[CH:10][C:5]([C:6]([O:8][CH3:9])=[O:7])=[CH:4][CH:3]=1.[C:12]1([P:18]([O:21]C)[O:19][CH3:20])[CH:17]=[CH:16][CH:15]=[CH:14][CH:13]=1, predict the reaction product. The product is: [CH3:20][O:19][P:18]([C:2]1[CH:11]=[CH:10][C:5]([C:6]([O:8][CH3:9])=[O:7])=[CH:4][CH:3]=1)([C:12]1[CH:17]=[CH:16][CH:15]=[CH:14][CH:13]=1)=[O:21]. (4) Given the reactants [Cl:1][C:2]1[CH:3]=[C:4]([C@:9]2([CH2:16][CH:17]3[O:21][CH2:20][CH2:19][O:18]3)[CH2:14][NH:13][C:12](=[O:15])[CH2:11][CH2:10]2)[CH:5]=[CH:6][C:7]=1[Cl:8].C(=O)([O-])[O-].[K+].[K+].Br[C:29]1[CH:34]=[CH:33][CH:32]=[C:31]([CH3:35])[N:30]=1, predict the reaction product. The product is: [Cl:1][C:2]1[CH:3]=[C:4]([C@:9]2([CH2:16][CH:17]3[O:21][CH2:20][CH2:19][O:18]3)[CH2:14][N:13]([C:29]3[CH:34]=[CH:33][CH:32]=[C:31]([CH3:35])[N:30]=3)[C:12](=[O:15])[CH2:11][CH2:10]2)[CH:5]=[CH:6][C:7]=1[Cl:8]. (5) Given the reactants [NH:1]1[CH2:6][CH:5]=[C:4]([C:7]2[CH:12]=[CH:11][C:10]([C:13]3([C:16]([N:18]4[CH2:22][CH2:21][C@@:20]5([C:30]6[CH:29]=[CH:28][N:27]=[CH:26][C:25]=6[C:24](=[O:31])[O:23]5)[CH2:19]4)=[O:17])[CH2:15][CH2:14]3)=[CH:9][CH:8]=2)[CH2:3][CH2:2]1.C(#N)C.C(N(CC)CC)C.[CH3:42][S:43](Cl)(=[O:45])=[O:44], predict the reaction product. The product is: [CH3:42][S:43]([N:1]1[CH2:2][CH:3]=[C:4]([C:7]2[CH:8]=[CH:9][C:10]([C:13]3([C:16]([N:18]4[CH2:22][CH2:21][C@@:20]5([C:30]6[CH:29]=[CH:28][N:27]=[CH:26][C:25]=6[C:24](=[O:31])[O:23]5)[CH2:19]4)=[O:17])[CH2:14][CH2:15]3)=[CH:11][CH:12]=2)[CH2:5][CH2:6]1)(=[O:45])=[O:44]. (6) The product is: [CH3:39][N:40]([CH3:41])[C:34](=[O:35])[CH2:33][O:32][C:28]1[CH:27]=[C:26]([CH3:38])[C:25]([C:5]2[CH:4]=[CH:3][C:2]([F:1])=[C:10]3[C:6]=2[CH2:7][CH2:8][C@H:9]3[O:11][C:12]2[CH:24]=[CH:23][C:15]3[C@H:16]([CH2:19][C:20]([OH:22])=[O:21])[CH2:17][O:18][C:14]=3[CH:13]=2)=[C:30]([CH3:31])[CH:29]=1. Given the reactants [F:1][C:2]1[CH:3]=[CH:4][C:5]([C:25]2[C:30]([CH3:31])=[CH:29][C:28]([O:32][CH2:33][C:34](OC)=[O:35])=[CH:27][C:26]=2[CH3:38])=[C:6]2[C:10]=1[C@H:9]([O:11][C:12]1[CH:24]=[CH:23][C:15]3[C@H:16]([CH2:19][C:20]([OH:22])=[O:21])[CH2:17][O:18][C:14]=3[CH:13]=1)[CH2:8][CH2:7]2.[CH3:39][NH:40][CH3:41], predict the reaction product. (7) Given the reactants [Cl:1][C:2]1[CH:10]=[C:9]2[C:5]([C:6]([C:12]3[N:13]=[C:14]4[C:20]([C:21](O)=[O:22])=[CH:19][NH:18][C:15]4=[N:16][CH:17]=3)=[N:7][N:8]2[CH3:11])=[CH:4][CH:3]=1.[CH3:24][C:25]1([NH2:28])[CH2:27][CH2:26]1.CCN=C=NCCCN(C)C.CCN(C(C)C)C(C)C.CN(C(ON1N=NC2C=CC=NC1=2)=[N+](C)C)C.F[P-](F)(F)(F)(F)F, predict the reaction product. The product is: [Cl:1][C:2]1[CH:10]=[C:9]2[C:5]([C:6]([C:12]3[N:13]=[C:14]4[C:20]([C:21]([NH:28][C:25]5([CH3:24])[CH2:27][CH2:26]5)=[O:22])=[CH:19][NH:18][C:15]4=[N:16][CH:17]=3)=[N:7][N:8]2[CH3:11])=[CH:4][CH:3]=1.